Dataset: Reaction yield outcomes from USPTO patents with 853,638 reactions. Task: Predict the reaction yield, written as a fraction of the theoretical maximum amount of product (1.0 means a 100% yield; for example, 0.34 means a 34% yield). (1) The reactants are [CH3:1][O:2][C:3]1[CH:4]=[C:5]2[C:9](=[CH:10][CH:11]=1)[NH:8][C:7]([C:12]1[C:13]([CH3:22])=[N:14][N:15]([CH2:18][CH2:19][O:20][CH3:21])[C:16]=1[CH3:17])=[C:6]2[CH:23]=O.[CH3:25][NH:26][C:27]([NH:29][C:30]1[CH:31]=[CH:32][C:33]2[O:37][CH2:36][C:35](=[O:38])[C:34]=2[CH:39]=1)=[O:28].C([O-])([O-])=O.[Na+].[Na+]. The catalyst is Cl.CCO. The product is [CH3:1][O:2][C:3]1[CH:4]=[C:5]2[C:9](=[CH:10][CH:11]=1)[NH:8][C:7]([C:12]1[C:13]([CH3:22])=[N:14][N:15]([CH2:18][CH2:19][O:20][CH3:21])[C:16]=1[CH3:17])=[C:6]2/[CH:23]=[C:36]1\[O:37][C:33]2[CH:32]=[CH:31][C:30]([NH:29][C:27]([NH:26][CH3:25])=[O:28])=[CH:39][C:34]=2[C:35]\1=[O:38]. The yield is 0.350. (2) The reactants are [C:1]([O:5][C:6]([N:8]1[CH2:12][CH2:11][CH:10]([C:13]2[CH:18]=[CH:17][C:16]([S:19]([C:22]3[CH:27]=[CH:26][CH:25]=[C:24]([F:28])[CH:23]=3)(=[O:21])=[O:20])=[CH:15][C:14]=2[CH2:29][OH:30])[CH2:9]1)=[O:7])([CH3:4])([CH3:3])[CH3:2].[Li+].CC([N-]C(C)C)C.[CH3:39][N:40]([CH3:44])[C:41](Cl)=[O:42]. The catalyst is C1COCC1.O. The product is [C:1]([O:5][C:6]([N:8]1[CH2:12][CH2:11][CH:10]([C:13]2[CH:18]=[CH:17][C:16]([S:19]([C:22]3[CH:27]=[CH:26][CH:25]=[C:24]([F:28])[CH:23]=3)(=[O:21])=[O:20])=[CH:15][C:14]=2[CH2:29][O:30][C:41](=[O:42])[N:40]([CH3:44])[CH3:39])[CH2:9]1)=[O:7])([CH3:4])([CH3:2])[CH3:3]. The yield is 0.960. (3) The reactants are Br[C:2]1[CH:7]=[C:6]([Br:8])[N:5]=[C:4]([CH3:9])[C:3]=1[OH:10].[Li]CCCC. The catalyst is C1COCC1. The product is [Br:8][C:6]1[N:5]=[C:4]([CH3:9])[C:3]([OH:10])=[CH:2][CH:7]=1. The yield is 0.950.